The task is: Predict the product of the given reaction.. This data is from Forward reaction prediction with 1.9M reactions from USPTO patents (1976-2016). (1) Given the reactants [F:1][C:2]1[CH:3]=[CH:4][C:5]2[O:9][C:8]([C:10]3[C:19]([N:20]4[CH2:24][CH2:23][CH2:22][CH2:21]4)=[N:18][C:17]4[C:12](=[CH:13][CH:14]=[C:15]([C:25]([O:27]C)=[O:26])[CH:16]=4)[N:11]=3)=[CH:7][C:6]=2[CH:29]=1.[OH-].[Na+].Cl, predict the reaction product. The product is: [F:1][C:2]1[CH:3]=[CH:4][C:5]2[O:9][C:8]([C:10]3[C:19]([N:20]4[CH2:24][CH2:23][CH2:22][CH2:21]4)=[N:18][C:17]4[C:12](=[CH:13][CH:14]=[C:15]([C:25]([OH:27])=[O:26])[CH:16]=4)[N:11]=3)=[CH:7][C:6]=2[CH:29]=1. (2) Given the reactants II.Br[CH2:4][CH2:5][CH2:6][CH2:7][CH2:8][CH2:9][O:10][CH2:11][C:12]1([CH2:16][CH3:17])[CH2:15][O:14][CH2:13]1.[Br:18][C:19]1[CH:24]=[CH:23][C:22](I)=[CH:21][CH:20]=1.[NH4+].[Cl-], predict the reaction product. The product is: [Br:18][C:19]1[CH:24]=[CH:23][C:22]([CH2:4][CH2:5][CH2:6][CH2:7][CH2:8][CH2:9][O:10][CH2:11][C:12]2([CH2:16][CH3:17])[CH2:15][O:14][CH2:13]2)=[CH:21][CH:20]=1. (3) Given the reactants CC(OI1(OC(C)=O)(OC(C)=O)OC(=O)C2C=CC=CC1=2)=O.[F:23][C:24]1[CH:39]=[CH:38][C:27]([C:28]([N:30]([C@@H:32]([CH:35]([CH3:37])[CH3:36])[CH2:33][OH:34])[CH3:31])=[O:29])=[CH:26][C:25]=1[CH3:40].C([O-])(O)=O.[Na+].S(S([O-])=O)([O-])(=O)=O.[Na+].[Na+], predict the reaction product. The product is: [F:23][C:24]1[CH:39]=[CH:38][C:27]([C:28]([N:30]([CH3:31])[C@@H:32]([CH:35]([CH3:36])[CH3:37])[CH:33]=[O:34])=[O:29])=[CH:26][C:25]=1[CH3:40].